This data is from Reaction yield outcomes from USPTO patents with 853,638 reactions. The task is: Predict the reaction yield, written as a fraction of the theoretical maximum amount of product (1.0 means a 100% yield; for example, 0.34 means a 34% yield). (1) The catalyst is CS(C)=O.C(OCC)(=O)C. The yield is 0.510. The product is [Cl:18][C:19]1[C:20]([O:10][CH2:9][C:5]2([CH3:8])[CH2:4][CH2:3][C:2]([F:11])([F:1])[CH2:7][CH2:6]2)=[CH:21][C:22]([F:32])=[C:23]([CH:31]=1)[C:24]([O:26][C:27]([CH3:28])([CH3:29])[CH3:30])=[O:25]. The reactants are [F:1][C:2]1([F:11])[CH2:7][CH2:6][C:5]([CH2:9][OH:10])([CH3:8])[CH2:4][CH2:3]1.C(=O)([O-])[O-].[Cs+].[Cs+].[Cl:18][C:19]1[C:20](F)=[CH:21][C:22]([F:32])=[C:23]([CH:31]=1)[C:24]([O:26][C:27]([CH3:30])([CH3:29])[CH3:28])=[O:25]. (2) The reactants are [CH2:1]([N:3]([CH2:32][CH3:33])[C:4]1[CH:5]=[CH:6][C:7]([N+:29]([O-])=O)=[C:8]([C:10]2[CH:11]=[C:12]([CH:26]=[CH:27][N:28]=2)[C:13]([NH:15][C@@H:16]2[C:25]3[C:20](=[CH:21][CH:22]=[CH:23][CH:24]=3)[CH2:19][CH2:18][CH2:17]2)=[O:14])[CH:9]=1)[CH3:2]. The catalyst is CO.[Pd]. The product is [NH2:29][C:7]1[CH:6]=[CH:5][C:4]([N:3]([CH2:32][CH3:33])[CH2:1][CH3:2])=[CH:9][C:8]=1[C:10]1[CH:11]=[C:12]([CH:26]=[CH:27][N:28]=1)[C:13]([NH:15][C@@H:16]1[C:25]2[C:20](=[CH:21][CH:22]=[CH:23][CH:24]=2)[CH2:19][CH2:18][CH2:17]1)=[O:14]. The yield is 0.910. (3) The reactants are BrC1C=CC(CCCNC)=CC=1.[Br:13][C:14]1[CH:19]=[CH:18][C:17]([CH2:20][C:21]([NH:23][CH3:24])=O)=[CH:16][CH:15]=1.B. The catalyst is C1COCC1. The product is [Br:13][C:14]1[CH:15]=[CH:16][C:17]([CH2:20][CH2:21][NH:23][CH3:24])=[CH:18][CH:19]=1. The yield is 0.970.